Predict the reactants needed to synthesize the given product. From a dataset of Full USPTO retrosynthesis dataset with 1.9M reactions from patents (1976-2016). Given the product [Cl:26][C:11]1[N:10]=[C:9]([NH2:8])[N:14]=[C:13]2[N:35]([CH2:34][C:33]3[CH:37]=[CH:38][C:30]([O:29][CH3:28])=[CH:31][CH:32]=3)[N:36]=[C:16]([CH2:17][CH:18]3[CH2:22][O:21][C:20]([CH3:24])([CH3:23])[O:19]3)[C:12]=12, predict the reactants needed to synthesize it. The reactants are: C(N(CC)CC)C.[NH2:8][C:9]1[N:14]=[C:13](Cl)[C:12]([C:16](=O)[CH2:17][CH:18]2[CH2:22][O:21][C:20]([CH3:24])([CH3:23])[O:19]2)=[C:11]([Cl:26])[N:10]=1.Cl.[CH3:28][O:29][C:30]1[CH:38]=[CH:37][C:33]([CH2:34][NH:35][NH2:36])=[CH:32][CH:31]=1.C(O)(=O)CC(CC(O)=O)(C(O)=O)O.